From a dataset of Reaction yield outcomes from USPTO patents with 853,638 reactions. Predict the reaction yield, written as a fraction of the theoretical maximum amount of product (1.0 means a 100% yield; for example, 0.34 means a 34% yield). (1) The reactants are [C:1]1([CH2:7][NH:8][C:9]([CH:11]([C:17]([O:19]CC)=O)[C:12]([O:14][CH2:15][CH3:16])=[O:13])=[O:10])[CH:6]=[CH:5][CH:4]=[CH:3][CH:2]=1.[H-].[Na+].[N+:24]([C:27]1[CH:32]=[CH:31][CH:30]=[CH:29][C:28]=1[N:33]=[C:34]=[O:35])([O-:26])=[O:25]. The catalyst is O1CCOCC1.ClCCl. The product is [OH:19][C:17]1[N:33]([C:28]2[CH:29]=[CH:30][CH:31]=[CH:32][C:27]=2[N+:24]([O-:26])=[O:25])[C:34](=[O:35])[N:8]([CH2:7][C:1]2[CH:2]=[CH:3][CH:4]=[CH:5][CH:6]=2)[C:9](=[O:10])[C:11]=1[C:12]([O:14][CH2:15][CH3:16])=[O:13]. The yield is 0.0700. (2) The reactants are [CH3:1][O:2][C:3](=[O:20])[CH:4]([S:11]([C:14]1[CH:19]=[CH:18][CH:17]=[CH:16][CH:15]=1)(=[O:13])=[O:12])[CH:5]1[CH2:9][CH2:8][C:7](=[O:10])[CH2:6]1.[H-].[Na+].C1C=CC(S(N(S(C2C=CC=CC=2)(=O)=O)[F:33])(=O)=O)=CC=1.O. The catalyst is CN(C=O)C. The product is [CH3:1][O:2][C:3](=[O:20])[C:4]([S:11]([C:14]1[CH:15]=[CH:16][CH:17]=[CH:18][CH:19]=1)(=[O:12])=[O:13])([F:33])[CH:5]1[CH2:9][CH2:8][C:7](=[O:10])[CH2:6]1. The yield is 0.280. (3) The reactants are F[P-](F)(F)(F)(F)F.C[N+](C)=C(N(C)C)ON1C2N=CC=CC=2N=N1.[NH2:25][C:26]1[N:35]=[C:34]([N:36]2[CH2:41][CH2:40][N:39]([CH3:42])[CH2:38][CH2:37]2)[C:33]2[C:28](=[CH:29][C:30]([C:43](O)=[O:44])=[CH:31][CH:32]=2)[N:27]=1.C(N(CC)C(C)C)(C)C.[NH2:55][C@@H:56]([CH2:62][C:63]1[CH:68]=[CH:67][C:66]([O:69][CH:70]([CH3:72])[CH3:71])=[CH:65][CH:64]=1)[C:57]([N:59]([CH3:61])[CH3:60])=[O:58]. The catalyst is CN(C)C=O. The product is [NH2:25][C:26]1[N:35]=[C:34]([N:36]2[CH2:37][CH2:38][N:39]([CH3:42])[CH2:40][CH2:41]2)[C:33]2[C:28](=[CH:29][C:30]([C:43]([NH:55][C@@H:56]([CH2:62][C:63]3[CH:64]=[CH:65][C:66]([O:69][CH:70]([CH3:72])[CH3:71])=[CH:67][CH:68]=3)[C:57]([N:59]([CH3:60])[CH3:61])=[O:58])=[O:44])=[CH:31][CH:32]=2)[N:27]=1. The yield is 0.200. (4) The reactants are Cl[C:2]1[CH:3]=[CH:4][C:5]2[O:14][CH2:13][CH2:12][C:11]3[CH:10]=[C:9]([C:15]4[N:16]([C:20]5[CH:25]=[CH:24][C:23]([F:26])=[CH:22][C:21]=5[F:27])[N:17]=[CH:18][N:19]=4)[S:8][C:7]=3[C:6]=2[N:28]=1.[CH3:29][O:30][C:31]1[C:36](B2OC(C)(C)C(C)(C)O2)=[CH:35][CH:34]=[CH:33][N:32]=1.C([O-])([O-])=O.[Cs+].[Cs+]. The catalyst is C1C=CC(P(C2C=CC=CC=2)[C-]2C=CC=C2)=CC=1.C1C=CC(P(C2C=CC=CC=2)[C-]2C=CC=C2)=CC=1.Cl[Pd]Cl.[Fe+2].CC#N.O. The product is [F:27][C:21]1[CH:22]=[C:23]([F:26])[CH:24]=[CH:25][C:20]=1[N:16]1[C:15]([C:9]2[S:8][C:7]3[C:6]4[N:28]=[C:2]([C:36]5[C:31]([O:30][CH3:29])=[N:32][CH:33]=[CH:34][CH:35]=5)[CH:3]=[CH:4][C:5]=4[O:14][CH2:13][CH2:12][C:11]=3[CH:10]=2)=[N:19][CH:18]=[N:17]1. The yield is 0.460. (5) The reactants are [CH:1]1[C:10]2[CH:9]=[CH:8][CH:7]=[C:6]([NH2:11])[C:5]=2[CH:4]=[CH:3][N:2]=1.[CH:12]([NH:14][NH:15][CH:16]=O)=O.[Si](I)(C)(C)C. The catalyst is N1C=CC=CC=1. The product is [N:14]1[N:15]=[CH:16][N:11]([C:6]2[CH:7]=[CH:8][CH:9]=[C:10]3[C:5]=2[CH:4]=[CH:3][N:2]=[CH:1]3)[CH:12]=1. The yield is 0.397. (6) The reactants are CS(C)=O.C(Cl)(=O)C(Cl)=O.[OH:11][CH2:12][C:13]1[N:17]2[C:18](=[O:34])[N:19]([CH:21]3[CH2:26][CH2:25][N:24]([C:27]([O:29][C:30]([CH3:33])([CH3:32])[CH3:31])=[O:28])[CH2:23][CH2:22]3)[CH2:20][C:16]2=[CH:15][N:14]=1.C(N(CC)CC)C. The catalyst is ClCCl. The product is [CH:12]([C:13]1[N:17]2[C:18](=[O:34])[N:19]([CH:21]3[CH2:22][CH2:23][N:24]([C:27]([O:29][C:30]([CH3:32])([CH3:31])[CH3:33])=[O:28])[CH2:25][CH2:26]3)[CH2:20][C:16]2=[CH:15][N:14]=1)=[O:11]. The yield is 0.620. (7) The reactants are [CH3:1][O:2][C:3]1[S:4][CH:5]=[CH:6][CH:7]=1.[Li]CCCC.[C:13](=[O:15])=[O:14]. The catalyst is O1CCCC1. The product is [CH3:1][O:2][C:3]1[S:4][C:5]([C:13]([OH:15])=[O:14])=[CH:6][CH:7]=1. The yield is 0.910.